From a dataset of Full USPTO retrosynthesis dataset with 1.9M reactions from patents (1976-2016). Predict the reactants needed to synthesize the given product. (1) Given the product [CH:3]1([NH:6][C:7](=[O:25])[C:8]2[CH:13]=[C:12]([C:14]3[CH:15]=[C:16]4[C:20](=[CH:21][CH:22]=3)[N:19]([CH2:27][C:28]3[CH:32]=[C:31]([CH3:33])[O:30][N:29]=3)[N:18]=[CH:17]4)[C:11]([CH3:23])=[C:10]([F:24])[CH:9]=2)[CH2:4][CH2:5]1, predict the reactants needed to synthesize it. The reactants are: [H-].[Na+].[CH:3]1([NH:6][C:7](=[O:25])[C:8]2[CH:13]=[C:12]([C:14]3[CH:15]=[C:16]4[C:20](=[CH:21][CH:22]=3)[NH:19][N:18]=[CH:17]4)[C:11]([CH3:23])=[C:10]([F:24])[CH:9]=2)[CH2:5][CH2:4]1.Br[CH2:27][C:28]1[CH:32]=[C:31]([CH3:33])[O:30][N:29]=1. (2) Given the product [C:1]([O:4][C@@H:5]1[C@@H:13]([C@@:14]2([CH3:41])[CH2:19][CH2:18][C@H:17]([O:20][Si:21]([C:34]([CH3:35])([CH3:36])[CH3:37])([C:28]3[CH:29]=[CH:30][CH:31]=[CH:32][CH:33]=3)[C:22]3[CH:23]=[CH:24][CH:25]=[CH:26][CH:27]=3)[CH2:16][C@@H:15]2[CH2:38][CH2:39][O:40][C:45]2[N:50]=[CH:49][CH:48]=[CH:47][N:46]=2)[CH2:12][CH2:11][C@@:10]2([CH3:42])[C@H:6]1[CH2:7][CH2:8][C:9]2=[CH2:43])(=[O:3])[CH3:2], predict the reactants needed to synthesize it. The reactants are: [C:1]([O:4][C@@H:5]1[C@@H:13]([C@@:14]2([CH3:41])[CH2:19][CH2:18][C@H:17]([O:20][Si:21]([C:34]([CH3:37])([CH3:36])[CH3:35])([C:28]3[CH:33]=[CH:32][CH:31]=[CH:30][CH:29]=3)[C:22]3[CH:27]=[CH:26][CH:25]=[CH:24][CH:23]=3)[CH2:16][C@@H:15]2[CH2:38][CH2:39][OH:40])[CH2:12][CH2:11][C@@:10]2([CH3:42])[C@H:6]1[CH2:7][CH2:8][C:9]2=[CH2:43])(=[O:3])[CH3:2].Cl[C:45]1[N:50]=[CH:49][CH:48]=[CH:47][N:46]=1.[H-].[Na+]. (3) Given the product [CH3:33][O:32][C:30]([C:29]1[N:18]=[CH:17][C:5]2[C:4]([C:3]=1[OH:2])=[CH:9][CH:8]=[C:7]([O:10][C:11]1[CH:16]=[CH:15][CH:14]=[CH:13][CH:12]=1)[CH:6]=2)=[O:31], predict the reactants needed to synthesize it. The reactants are: C[O:2][C:3](=O)[C:4]1[CH:9]=[CH:8][C:7]([O:10][C:11]2[CH:16]=[CH:15][CH:14]=[CH:13][CH:12]=2)=[CH:6][C:5]=1[CH2:17][N:18]([CH2:29][C:30]([O:32][CH3:33])=[O:31])S(C1C=CC(C)=CC=1)(=O)=O.C[O-].[Na+].CO.Cl. (4) The reactants are: [CH3:1][O:2][CH2:3][CH2:4][O:5][C:6]1[CH:7]=[C:8]([CH:17]([C:20](=O)[CH3:21])[C:18]#[N:19])[CH:9]=[CH:10][C:11]=1[O:12][CH2:13][CH2:14][O:15][CH3:16].Cl.Cl.[NH2:25][NH2:26].C(=O)(O)[O-].[Na+]. Given the product [CH3:1][O:2][CH2:3][CH2:4][O:5][C:6]1[CH:7]=[C:8]([C:17]2[C:20]([CH3:21])=[N:25][NH:26][C:18]=2[NH2:19])[CH:9]=[CH:10][C:11]=1[O:12][CH2:13][CH2:14][O:15][CH3:16], predict the reactants needed to synthesize it. (5) The reactants are: CN(C)C=O.[Br:6][C:7]1[CH:12]=[CH:11][C:10]([OH:13])=[CH:9][CH:8]=1.C(=O)([O-])[O-].[K+].[K+].Br[CH2:21][CH2:22][CH2:23][C:24]([F:27])([F:26])[F:25]. Given the product [Br:6][C:7]1[CH:12]=[CH:11][C:10]([O:13][CH2:21][CH2:22][CH2:23][C:24]([F:27])([F:26])[F:25])=[CH:9][CH:8]=1, predict the reactants needed to synthesize it. (6) Given the product [CH2:1]=[CH:2][C:3]1[CH:8]=[CH:7][CH:6]=[CH:5][CH:4]=1.[C:13]([O:18][CH3:19])(=[O:17])[C:14]([CH3:16])=[CH2:15], predict the reactants needed to synthesize it. The reactants are: [CH2:1]=[CH:2][C:3]1[CH:8]=[CH:7][CH:6]=[CH:5][CH:4]=1.C=CC=C.[C:13]([O:18][CH3:19])(=[O:17])[C:14]([CH3:16])=[CH2:15].C([Al](OC1C(C(C)(C)C)=CC(C)=CC=1C(C)(C)C)OC1C(C(C)(C)C)=CC(C)=CC=1C(C)(C)C)C(C)C.C([Al](CC(C)C)OC1C(C(C)(C)C)=CC(C)=CC=1C(C)(C)C)C(C)C. (7) The reactants are: [N:1]1[CH:6]=[CH:5][C:4]([C:7]([C@H:9]2[CH2:14][CH2:13][CH2:12][CH2:11][C@H:10]2[C:15]([OH:17])=[O:16])=[O:8])=[CH:3][CH:2]=1. Given the product [N:1]1[CH:6]=[CH:5][C:4]([C:7]([C@@H:9]2[CH2:14][CH2:13][CH2:12][CH2:11][C@@H:10]2[C:15]([OH:17])=[O:16])=[O:8])=[CH:3][CH:2]=1, predict the reactants needed to synthesize it. (8) Given the product [I:8][C:5]1[CH:6]=[CH:7][C:2]([N:12]2[CH2:11][C@@H:10]([CH3:9])[O:15][C@@H:14]([CH3:16])[CH2:13]2)=[CH:3][CH:4]=1, predict the reactants needed to synthesize it. The reactants are: I[C:2]1[CH:7]=[CH:6][C:5]([I:8])=[CH:4][CH:3]=1.[CH3:9][C@H:10]1[O:15][C@@H:14]([CH3:16])[CH2:13][NH:12][CH2:11]1. (9) The reactants are: [CH2:1]([O:3][C:4](=[O:29])[CH2:5][C:6]1[CH:11]=[CH:10][C:9]([O:12][CH3:13])=[C:8]([O:14][C:15]2[CH:20]=[CH:19][C:18]([NH2:21])=[CH:17][C:16]=2[CH2:22][N:23]2[CH2:27][CH2:26][O:25][C:24]2=[O:28])[CH:7]=1)[CH3:2].[CH3:30][O:31][CH2:32][C:33](Cl)=[O:34]. Given the product [CH2:1]([O:3][C:4](=[O:29])[CH2:5][C:6]1[CH:11]=[CH:10][C:9]([O:12][CH3:13])=[C:8]([O:14][C:15]2[CH:20]=[CH:19][C:18]([NH:21][C:33](=[O:34])[CH2:32][O:31][CH3:30])=[CH:17][C:16]=2[CH2:22][N:23]2[CH2:27][CH2:26][O:25][C:24]2=[O:28])[CH:7]=1)[CH3:2], predict the reactants needed to synthesize it.